Dataset: Catalyst prediction with 721,799 reactions and 888 catalyst types from USPTO. Task: Predict which catalyst facilitates the given reaction. (1) Reactant: C(=O)([O-])[O-].[K+].[K+].[I-].[K+].[Cl:9][CH:10]=[CH:11][CH2:12]Cl.[C:14]1([C@H:24]([NH2:26])[CH3:25])[C:23]2[C:18](=[CH:19][CH:20]=[CH:21][CH:22]=2)[CH:17]=[CH:16][CH:15]=1. Product: [Cl:9][CH:10]=[CH:11][CH2:12][NH:26][C@@H:24]([C:14]1[C:23]2[C:18](=[CH:19][CH:20]=[CH:21][CH:22]=2)[CH:17]=[CH:16][CH:15]=1)[CH3:25]. The catalyst class is: 32. (2) Reactant: [Cl-].[Yb+3].[Cl-].[Cl-].C([C@H:8]1COC(C2C=CC=C(C3OC[C@H](C(C)C)N=3)N=2)=[N:9]1)(C)C.[O:27]1[CH:31]=[CH:30][C:29]([CH:32]=[O:33])=[N:28]1.[Si](C#N)(C)(C)C.[Cl-].[NH4+]. Product: [OH:33][C@@H:32]([C:29]1[CH:30]=[CH:31][O:27][N:28]=1)[CH2:8][NH2:9]. The catalyst class is: 10. (3) Reactant: [Br:1][C:2]1[CH:9]=[CH:8][C:7]([CH:10]=[O:11])=[CH:6][C:3]=1[C:4]#[N:5].[CH3:12][Mg]I. Product: [Br:1][C:2]1[CH:9]=[CH:8][C:7]([CH:10]([OH:11])[CH3:12])=[CH:6][C:3]=1[C:4]#[N:5]. The catalyst class is: 1. (4) Reactant: [CH3:1][C:2]1[CH:38]=[CH:37][C:5]([CH2:6][N:7]2[C:11](=[O:12])[N:10]([CH2:13][CH2:14][CH3:15])[C:9]([CH2:16][O:17]C(C3C=CC=CC=3)(C3C=CC=CC=3)C3C=CC=CC=3)=[N:8]2)=[CH:4][CH:3]=1.C([SiH](CC)CC)C.FC(F)(F)C(O)=O. Product: [OH:17][CH2:16][C:9]1[N:10]([CH2:13][CH2:14][CH3:15])[C:11](=[O:12])[N:7]([CH2:6][C:5]2[CH:37]=[CH:38][C:2]([CH3:1])=[CH:3][CH:4]=2)[N:8]=1. The catalyst class is: 4. (5) Reactant: [Br:1][C:2]1[CH:23]=[CH:22][C:5]([CH2:6][C:7]2[CH:8]=[N:9][C:10]3[N:11]([N:13]=[CH:14][C:15]=3[C:16]([NH:18][CH2:19][CH2:20][OH:21])=[O:17])[CH:12]=2)=[CH:4][CH:3]=1.CC([O-])(C)C.[K+].[O:30]1[CH2:32][CH:31]1[CH2:33][OH:34]. Product: [Br:1][C:2]1[CH:3]=[CH:4][C:5]([CH2:6][C:7]2[CH:8]=[N:9][C:10]3[N:11]([N:13]=[CH:14][C:15]=3[C:16]([NH:18][CH2:19][CH2:20][O:21][CH2:32][CH:31]([OH:30])[CH2:33][OH:34])=[O:17])[CH:12]=2)=[CH:22][CH:23]=1. The catalyst class is: 14. (6) Reactant: [O:1]=[C:2]1[C:15]2[C:10](=[CH:11][CH:12]=[CH:13][CH:14]=2)[C:9](=[CH:16][C:17]([OH:19])=O)[C:8]2[CH:7]=[CH:6][CH:5]=[CH:4][C:3]1=2.S(Cl)([Cl:22])=O. Product: [O:1]=[C:2]1[C:15]2[C:10](=[CH:11][CH:12]=[CH:13][CH:14]=2)[C:9](=[CH:16][C:17]([Cl:22])=[O:19])[C:8]2[CH:7]=[CH:6][CH:5]=[CH:4][C:3]1=2. The catalyst class is: 9. (7) Reactant: [NH2:1][C:2]1[CH:10]=[CH:9][C:5]([C:6]([NH2:8])=[O:7])=[CH:4][CH:3]=1.[N+:11]([C:14]1[CH:15]=[C:16]([CH:19]=[CH:20][CH:21]=1)[CH:17]=O)([O-:13])=[O:12].C(O)(=O)C.C(O[BH-](OC(=O)C)OC(=O)C)(=O)C.[Na+].C(=O)([O-])O.[Na+]. Product: [N+:11]([C:14]1[CH:15]=[C:16]([CH:19]=[CH:20][CH:21]=1)[CH2:17][NH:1][C:2]1[CH:10]=[CH:9][C:5]([C:6]([NH2:8])=[O:7])=[CH:4][CH:3]=1)([O-:13])=[O:12]. The catalyst class is: 26.